This data is from CYP1A2 inhibition data for predicting drug metabolism from PubChem BioAssay. The task is: Regression/Classification. Given a drug SMILES string, predict its absorption, distribution, metabolism, or excretion properties. Task type varies by dataset: regression for continuous measurements (e.g., permeability, clearance, half-life) or binary classification for categorical outcomes (e.g., BBB penetration, CYP inhibition). Dataset: cyp1a2_veith. (1) The compound is COc1cccc(-c2cncnc2NCc2cccs2)c1. The result is 1 (inhibitor). (2) The drug is CO[C@@H]1/C=C\O[C@@]2(C)Oc3c(C)c(O)c4c(c3C2=O)C(=N[C@H]2CC[C@H](O)O[C@@H]2C)C=C(NC(=O)/C(C)=C\C(=O)[C@@H]2C[C@@H]2[C@@H](O)[C@H](C)[C@@H](O)[C@H](C)[C@H](OC(C)=O)[C@@H]1C)C4=O. The result is 0 (non-inhibitor). (3) The molecule is COc1ccc(O)c(/C=N/NC(=O)CSc2nnc(C)n2-c2ccccc2)c1. The result is 0 (non-inhibitor). (4) The drug is NNc1nc(-c2ccccc2)cc(-c2ccccc2O)n1. The result is 1 (inhibitor). (5) The result is 0 (non-inhibitor). The compound is COc1ccc(-n2c(=O)c(-c3ccc(F)cc3)nc3cncnc32)cc1. (6) The compound is COc1cc(N[C@@H](C)CCCN)c2ncccc2c1. The result is 1 (inhibitor).